Dataset: Full USPTO retrosynthesis dataset with 1.9M reactions from patents (1976-2016). Task: Predict the reactants needed to synthesize the given product. (1) Given the product [C:1]([C:3]1([NH:6][C:7]([C@@H:9]2[CH2:13][C@@H:12]([S:14]([C:17]3[CH:22]=[CH:21][C:20]([C:37]4[CH:38]=[CH:39][N:34]=[C:35]([CH3:43])[CH:36]=4)=[CH:19][C:18]=3[Cl:24])(=[O:16])=[O:15])[CH2:11][C@H:10]2[C:25]([N:27]2[CH2:31][CH2:30][C:29]([F:33])([F:32])[CH2:28]2)=[O:26])=[O:8])[CH2:5][CH2:4]1)#[N:2], predict the reactants needed to synthesize it. The reactants are: [C:1]([C:3]1([NH:6][C:7]([C@@H:9]2[CH2:13][C@@H:12]([S:14]([C:17]3[CH:22]=[CH:21][C:20](Br)=[CH:19][C:18]=3[Cl:24])(=[O:16])=[O:15])[CH2:11][C@H:10]2[C:25]([N:27]2[CH2:31][CH2:30][C:29]([F:33])([F:32])[CH2:28]2)=[O:26])=[O:8])[CH2:5][CH2:4]1)#[N:2].[N:34]1[CH:39]=[CH:38][C:37](B(O)O)=[CH:36][C:35]=1[CH3:43]. (2) Given the product [O:20]=[C:18]1[CH2:13][C@@H:11]2[CH2:12][N:8]([C:6]([O:5][C:1]([CH3:2])([CH3:3])[CH3:4])=[O:7])[CH2:9][C@@H:10]2[CH2:17]1, predict the reactants needed to synthesize it. The reactants are: [C:1]([O:5][C:6]([N:8]1[CH2:12][C@H:11]([CH2:13]C(O)=O)[C@H:10]([CH2:17][C:18]([OH:20])=O)[CH2:9]1)=[O:7])([CH3:4])([CH3:3])[CH3:2].C([O-])(=O)C.[Na+].